Dataset: Reaction yield outcomes from USPTO patents with 853,638 reactions. Task: Predict the reaction yield, written as a fraction of the theoretical maximum amount of product (1.0 means a 100% yield; for example, 0.34 means a 34% yield). (1) The reactants are [O:1]=[C:2]1[CH2:10][C:9]2[C:4](=[CH:5][C:6]([C:11]([OH:13])=[O:12])=[CH:7][CH:8]=2)[NH:3]1.[CH2:14]([N:16]([CH2:31][CH3:32])[CH2:17][CH2:18][NH:19][C:20]([C:22]1[C:26]([CH3:27])=[C:25]([CH:28]=O)[NH:24][C:23]=1[CH3:30])=[O:21])[CH3:15]. No catalyst specified. The product is [CH2:31]([N:16]([CH2:14][CH3:15])[CH2:17][CH2:18][NH:19][C:20]([C:22]1[C:26]([CH3:27])=[C:25]([CH:28]=[C:10]2[C:9]3[C:4](=[CH:5][C:6]([C:11]([OH:13])=[O:12])=[CH:7][CH:8]=3)[NH:3][C:2]2=[O:1])[NH:24][C:23]=1[CH3:30])=[O:21])[CH3:32]. The yield is 0.920. (2) The reactants are [I:1]N1C(=O)CCC1=O.[NH2:9][C:10]1[C:11]([C:16]([O:18][CH3:19])=[O:17])=[N:12][CH:13]=[CH:14][N:15]=1. The catalyst is CN(C)C=O. The product is [NH2:9][C:10]1[C:11]([C:16]([O:18][CH3:19])=[O:17])=[N:12][C:13]([I:1])=[CH:14][N:15]=1. The yield is 0.880.